This data is from Reaction yield outcomes from USPTO patents with 853,638 reactions. The task is: Predict the reaction yield, written as a fraction of the theoretical maximum amount of product (1.0 means a 100% yield; for example, 0.34 means a 34% yield). (1) The reactants are [Na].C[O-].[CH3:4][C:5]1[N:10]=[CH:9][C:8]([CH2:11][C:12]#[N:13])=[CH:7][CH:6]=1.[CH3:14][C:15]1[CH:16]=[CH:17][C:18]([N+:23]([O-:25])=[O:24])=[C:19]([CH:22]=1)[CH:20]=O. The catalyst is CO.O. The product is [CH3:14][C:15]1[CH:16]=[CH:17][C:18]([N+:23]([O-:25])=[O:24])=[C:19](/[CH:20]=[C:11](\[C:8]2[CH:9]=[N:10][C:5]([CH3:4])=[CH:6][CH:7]=2)/[C:12]#[N:13])[CH:22]=1. The yield is 0.590. (2) The reactants are O=[C:2]1[C:11]2[C:10]([C:12](OCC)=O)=[CH:9][CH:8]=[CH:7][C:6]=2[NH:5][CH:4]([C:17]2[CH:22]=[CH:21][CH:20]=[CH:19][CH:18]=2)[CH:3]1[C:23]1[N:24]([CH2:28][CH2:29][CH3:30])[CH:25]=[CH:26][N:27]=1.[OH2:31].[NH2:32][NH2:33]. The catalyst is CO. The product is [C:17]1([CH:4]2[NH:5][C:6]3[C:11]4[C:2](=[N:32][NH:33][C:12](=[O:31])[C:10]=4[CH:9]=[CH:8][CH:7]=3)[CH:3]2[C:23]2[N:24]([CH2:28][CH2:29][CH3:30])[CH:25]=[CH:26][N:27]=2)[CH:22]=[CH:21][CH:20]=[CH:19][CH:18]=1. The yield is 0.370.